This data is from Catalyst prediction with 721,799 reactions and 888 catalyst types from USPTO. The task is: Predict which catalyst facilitates the given reaction. Reactant: [F:1][C:2]1[CH:7]=[CH:6][C:5]([C:8]2[NH:12][N:11]=[CH:10][C:9]=2[C:13]2[S:14][CH:15]=[C:16]([CH2:18][C:19]([NH:21][CH2:22][CH:23]3[CH2:28][CH2:27][O:26][CH2:25][CH2:24]3)=[O:20])[N:17]=2)=[CH:4][CH:3]=1.Br[CH2:30][CH:31]1[CH2:34][CH2:33][CH2:32]1.C(=O)([O-])[O-].[K+].[K+].O. Product: [CH:31]1([CH2:30][N:12]2[C:8]([C:5]3[CH:6]=[CH:7][C:2]([F:1])=[CH:3][CH:4]=3)=[C:9]([C:13]3[S:14][CH:15]=[C:16]([CH2:18][C:19]([NH:21][CH2:22][CH:23]4[CH2:28][CH2:27][O:26][CH2:25][CH2:24]4)=[O:20])[N:17]=3)[CH:10]=[N:11]2)[CH2:34][CH2:33][CH2:32]1.[CH:31]1([CH2:30][N:11]2[CH:10]=[C:9]([C:13]3[S:14][CH:15]=[C:16]([CH2:18][C:19]([NH:21][CH2:22][CH:23]4[CH2:28][CH2:27][O:26][CH2:25][CH2:24]4)=[O:20])[N:17]=3)[C:8]([C:5]3[CH:6]=[CH:7][C:2]([F:1])=[CH:3][CH:4]=3)=[N:12]2)[CH2:34][CH2:33][CH2:32]1. The catalyst class is: 10.